From a dataset of Full USPTO retrosynthesis dataset with 1.9M reactions from patents (1976-2016). Predict the reactants needed to synthesize the given product. (1) Given the product [CH3:8][C:4]1[CH:5]=[CH:6][CH:7]=[C:2]([CH3:1])[C:3]=1[C:9]1[CH:17]=[C:16]([O:18][CH3:19])[C:12]2[C:13](=[O:14])[N:30]([C:29]3[CH:31]=[C:25]([CH:22]([CH3:23])[CH3:24])[CH:26]=[CH:27][C:28]=3[CH3:32])[CH2:21][CH2:20][C:11]=2[N:10]=1, predict the reactants needed to synthesize it. The reactants are: [CH3:1][C:2]1[CH:7]=[CH:6][CH:5]=[C:4]([CH3:8])[C:3]=1[C:9]1[CH:17]=[C:16]([O:18][CH3:19])[C:12]([C:13]([O-])=[O:14])=[C:11]([CH:20]=[CH2:21])[N:10]=1.[CH:22]([C:25]1[CH:26]=[CH:27][C:28]([CH3:32])=[C:29]([CH:31]=1)[NH2:30])([CH3:24])[CH3:23]. (2) The reactants are: [N:1]1[C:10]2[C:5](=[CH:6][CH:7]=[CH:8][CH:9]=2)[CH:4]=[C:3]([CH:11]=[CH:12][CH2:13][OH:14])[CH:2]=1.[C:15]([O:22]C(OC(C)(C)C)=O)([O:17][C:18]([CH3:21])([CH3:20])[CH3:19])=[O:16].[OH-].[Na+]. Given the product [N:1]1[C:10]2[C:5](=[CH:6][CH:7]=[CH:8][CH:9]=2)[CH:4]=[C:3]([CH:11]=[CH:12][CH2:13][OH:14])[CH:2]=1.[C:18]([O:17][C:15](=[O:16])[O-:22])([CH3:21])([CH3:20])[CH3:19], predict the reactants needed to synthesize it.